From a dataset of Full USPTO retrosynthesis dataset with 1.9M reactions from patents (1976-2016). Predict the reactants needed to synthesize the given product. (1) Given the product [NH2:30][S:27]([C:24]1[CH:23]=[CH:22][C:21]([NH:20][C:1](=[O:6])[C:2]([CH3:4])=[CH2:3])=[CH:26][CH:25]=1)(=[O:28])=[O:29], predict the reactants needed to synthesize it. The reactants are: [C:1]([OH:6])(=O)[C:2]([CH3:4])=[CH2:3].ClC(OCC)=O.C(N(CC)CC)C.[NH2:20][C:21]1[CH:26]=[CH:25][C:24]([S:27]([NH2:30])(=[O:29])=[O:28])=[CH:23][CH:22]=1. (2) The reactants are: [C:1]([CH2:4][CH2:5][CH2:6][CH2:7][CH2:8][N+:9]1[C:17]2[C:12](=[CH:13][C:14]([S:18]([OH:21])(=[O:20])=[O:19])=[CH:15][CH:16]=2)[C:11]([CH3:29])([CH2:22][CH2:23][CH2:24][S:25]([OH:28])(=[O:27])=[O:26])[C:10]=1/[CH:30]=[CH:31]/NC1C=CC=CC=1)([OH:3])=[O:2].[CH3:39][O:40][CH2:41][CH2:42][O:43][CH2:44][CH2:45][N+:46]1[C:54]2[C:49](=[CH:50][C:51]([S:55]([OH:58])(=[O:57])=[O:56])=[CH:52][CH:53]=2)[C:48]([CH3:66])([CH2:59][CH2:60][CH2:61][S:62]([OH:65])(=[O:64])=[O:63])[C:47]=1[CH3:67].C([O-])(=O)C.[Na+:72].C(OCC)C. Given the product [Na+:72].[Na+:72].[Na+:72].[C:1]([CH2:4][CH2:5][CH2:6][CH2:7][CH2:8][N:9]1[C:17]2[C:12](=[CH:13][C:14]([S:18]([OH:21])(=[O:20])=[O:19])=[CH:15][CH:16]=2)[C:11]([CH3:29])([CH2:22][CH2:23][CH2:24][S:25]([OH:28])(=[O:26])=[O:27])/[C:10]/1=[CH:30]\[CH:31]=[CH:67]\[C:47]1[C:48]([CH3:66])([CH2:59][CH2:60][CH2:61][S:62]([OH:65])(=[O:64])=[O:63])[C:49]2[C:54](=[CH:53][CH:52]=[C:51]([S:55]([OH:58])(=[O:56])=[O:57])[CH:50]=2)[N+:46]=1[CH2:45][CH2:44][O:43][CH2:42][CH2:41][O:40][CH3:39])([OH:3])=[O:2], predict the reactants needed to synthesize it. (3) The reactants are: Br[C:2]1[CH:11]=[CH:10][C:9]2[N:8]=[CH:7][C:6]3[N:12]([CH3:23])[C:13](=[O:22])[N:14]([C:15]4[C:16]([CH3:21])=[N:17][N:18]([CH3:20])[CH:19]=4)[C:5]=3[C:4]=2[CH:3]=1.[CH2:24]([O:26][C:27]1[C:32]([N:33]([CH3:37])[C:34](=[O:36])[CH3:35])=[CH:31][C:30](B2OC(C)(C)C(C)(C)O2)=[CH:29][N:28]=1)[CH3:25]. Given the product [CH3:20][N:18]1[CH:19]=[C:15]([N:14]2[C:5]3[C:4]4[CH:3]=[C:2]([C:30]5[CH:31]=[C:32]([N:33]([CH3:37])[C:34](=[O:36])[CH3:35])[C:27]([O:26][CH2:24][CH3:25])=[N:28][CH:29]=5)[CH:11]=[CH:10][C:9]=4[N:8]=[CH:7][C:6]=3[N:12]([CH3:23])[C:13]2=[O:22])[C:16]([CH3:21])=[N:17]1, predict the reactants needed to synthesize it. (4) Given the product [F:18][C:14]1([F:17])[CH2:13][O:12][C:11]([CH2:10][OH:9])([C:19]([OH:21])=[O:20])[CH2:16][CH2:15]1, predict the reactants needed to synthesize it. The reactants are: C([O:9][CH2:10][C:11]1([C:19]([O:21]CC)=[O:20])[CH2:16][CH2:15][C:14]([F:18])([F:17])[CH2:13][O:12]1)(=O)C1C=CC=CC=1.O.[OH-].[Li+]. (5) Given the product [CH3:35][CH2:34][CH2:33][CH2:32][CH2:31][CH2:30][CH2:29][CH2:28][CH2:27][CH2:26][CH2:25][CH2:24][CH2:23][CH2:22][O:41][C:15]1[O:21][C:12]([C:11]([OH:10])=[O:16])=[CH:13][CH:14]=1, predict the reactants needed to synthesize it. The reactants are: C1C=CC(/C=C/C[O:10][C@@H:11]2[O:16][C@H:15](CO)[C@@H:14](O)[C@H:13](O)[C@H:12]2[OH:21])=CC=1.[C:22]([OH:41])(=O)[CH2:23][CH2:24][CH2:25][CH2:26][CH2:27][CH2:28][CH2:29][CH2:30][CH2:31][CH2:32][CH2:33][CH2:34][CH2:35]CC(C)C.CC(CCCCCCC(O)=O)C. (6) Given the product [C:19]([CH2:20][CH2:21][N+:1]12[CH2:8][CH2:7][CH:4]([CH2:5][CH2:6]1)[CH2:3][CH2:2]2)([O-:23])=[O:22], predict the reactants needed to synthesize it. The reactants are: [N:1]12[CH2:8][CH2:7][CH:4]([CH2:5][CH2:6]1)[CH:3](O)[CH2:2]2.N12CCC(CC1)CC2O.[C:19]([OH:23])(=[O:22])[CH:20]=[CH2:21]. (7) Given the product [F:8][C:6]1[CH:5]=[C:4]([CH2:9][C:10]([NH:14][C@H:15]([C:17]([C:19]2([NH2:44])[C:25](=[O:26])[N:24]([C:27]3[CH:32]=[CH:31][CH:30]=[CH:29][CH:28]=3)[C:23]3[CH:33]=[CH:34][CH:35]=[CH:36][C:22]=3[N:21]([C:37]3[CH:38]=[CH:39][CH:40]=[CH:41][CH:42]=3)[C:20]2=[O:43])=[O:18])[CH3:16])=[O:12])[CH:3]=[C:2]([F:1])[CH:7]=1, predict the reactants needed to synthesize it. The reactants are: [F:1][C:2]1[CH:3]=[C:4]([CH2:9][C:10]([OH:12])=O)[CH:5]=[C:6]([F:8])[CH:7]=1.Cl.[NH2:14][C@H:15]([C:17]([C:19]1([NH2:44])[C:25](=[O:26])[N:24]([C:27]2[CH:32]=[CH:31][CH:30]=[CH:29][CH:28]=2)[C:23]2[CH:33]=[CH:34][CH:35]=[CH:36][C:22]=2[N:21]([C:37]2[CH:42]=[CH:41][CH:40]=[CH:39][CH:38]=2)[C:20]1=[O:43])=[O:18])[CH3:16]. (8) Given the product [N:14]1([CH2:13][CH2:12][CH2:11][CH2:10][C:7]2[CH:6]=[CH:5][C:4]([NH2:1])=[CH:9][CH:8]=2)[CH:18]=[CH:17][N:16]=[N:15]1, predict the reactants needed to synthesize it. The reactants are: [N+:1]([C:4]1[CH:9]=[CH:8][C:7]([CH2:10][CH2:11][CH2:12][CH2:13][N:14]2[CH:18]=[CH:17][N:16]=[N:15]2)=[CH:6][CH:5]=1)([O-])=O. (9) Given the product [CH3:28][O:29][C:30]1[C@@:31]2([CH2:57][CH:58]=[C:59]([CH3:60])[CH3:61])[CH2:37][CH:35]3[O:36][C@@:32]2([O:55][CH3:56])[C@H:33]([C:53](=[O:4])[CH:54]=1)[C@:34]3([CH3:38])[CH2:39][CH2:40][CH2:41][C:42]([CH3:43])([O:45][Si:46]([CH2:49][CH3:50])([CH2:51][CH3:52])[CH2:47][CH3:48])[CH3:44], predict the reactants needed to synthesize it. The reactants are: FC(F)(F)C(OC1C(OC(=O)C(F)(F)F)=C(I)C=CC=1)=[O:4].C(=O)([O-])[O-].[Cs+].[Cs+].[CH3:28][O:29][C:30]1[C@@:31]2([CH2:57][CH:58]=[C:59]([CH3:61])[CH3:60])[CH2:37][CH:35]3[O:36][C@@:32]2([O:55][CH3:56])[C@H:33]([CH2:53][CH:54]=1)[C@@:34]3([CH2:39][CH2:40][CH2:41][C:42]([O:45][Si:46]([CH2:51][CH3:52])([CH2:49][CH3:50])[CH2:47][CH3:48])([CH3:44])[CH3:43])[CH3:38].O=O.CCCCCCCCC.C(OO)(C)(C)C. (10) The reactants are: [NH2:1][C@@H:2]1[CH2:7][CH2:6][C@H:5]([NH:8][C:9]([C:11]2[C:15]3=[N:16][CH:17]=[CH:18][C:19]([C:20]4[CH:25]=[CH:24][C:23]([F:26])=[CH:22][C:21]=4[O:27][CH2:28][CH:29]4[CH2:31][CH2:30]4)=[C:14]3[NH:13][C:12]=2[CH3:32])=[O:10])[CH2:4][CH2:3]1.[CH3:33][O:34][CH2:35][C:36](Cl)=[O:37]. Given the product [CH:29]1([CH2:28][O:27][C:21]2[CH:22]=[C:23]([F:26])[CH:24]=[CH:25][C:20]=2[C:19]2[CH:18]=[CH:17][N:16]=[C:15]3[C:11]([C:9]([NH:8][C@H:5]4[CH2:6][CH2:7][C@@H:2]([NH:1][C:36](=[O:37])[CH2:35][O:34][CH3:33])[CH2:3][CH2:4]4)=[O:10])=[C:12]([CH3:32])[NH:13][C:14]=23)[CH2:30][CH2:31]1, predict the reactants needed to synthesize it.